Dataset: Reaction yield outcomes from USPTO patents with 853,638 reactions. Task: Predict the reaction yield, written as a fraction of the theoretical maximum amount of product (1.0 means a 100% yield; for example, 0.34 means a 34% yield). The reactants are [N:1]([CH:4]([C:26]1[CH:31]=[CH:30][CH:29]=[CH:28][CH:27]=1)[C:5]1[CH:6]=[C:7]([CH:22]=[C:23]([Br:25])[CH:24]=1)[O:8][CH2:9][CH2:10][CH2:11][CH2:12][CH2:13][CH2:14][CH2:15][CH2:16][CH:17]1[O:21][CH2:20][CH2:19][O:18]1)=[N+]=[N-].C1(P(C2C=CC=CC=2)C2C=CC=CC=2)C=CC=CC=1. The catalyst is O1CCCC1.O. The product is [O:18]1[CH2:19][CH2:20][O:21][CH:17]1[CH2:16][CH2:15][CH2:14][CH2:13][CH2:12][CH2:11][CH2:10][CH2:9][O:8][C:7]1[CH:6]=[C:5]([CH:4]([C:26]2[CH:27]=[CH:28][CH:29]=[CH:30][CH:31]=2)[NH2:1])[CH:24]=[C:23]([Br:25])[CH:22]=1. The yield is 0.680.